From a dataset of Peptide-MHC class I binding affinity with 185,985 pairs from IEDB/IMGT. Regression. Given a peptide amino acid sequence and an MHC pseudo amino acid sequence, predict their binding affinity value. This is MHC class I binding data. The peptide sequence is RLAANAICSA. The MHC is HLA-A02:03 with pseudo-sequence HLA-A02:03. The binding affinity (normalized) is 0.552.